The task is: Regression. Given two drug SMILES strings and cell line genomic features, predict the synergy score measuring deviation from expected non-interaction effect.. This data is from NCI-60 drug combinations with 297,098 pairs across 59 cell lines. (1) Drug 1: CC1C(C(=O)NC(C(=O)N2CCCC2C(=O)N(CC(=O)N(C(C(=O)O1)C(C)C)C)C)C(C)C)NC(=O)C3=C4C(=C(C=C3)C)OC5=C(C(=O)C(=C(C5=N4)C(=O)NC6C(OC(=O)C(N(C(=O)CN(C(=O)C7CCCN7C(=O)C(NC6=O)C(C)C)C)C)C(C)C)C)N)C. Drug 2: C1=CN(C=N1)CC(O)(P(=O)(O)O)P(=O)(O)O. Cell line: BT-549. Synergy scores: CSS=13.1, Synergy_ZIP=-1.71, Synergy_Bliss=-0.982, Synergy_Loewe=-11.5, Synergy_HSA=-1.26. (2) Drug 1: CCCS(=O)(=O)NC1=C(C(=C(C=C1)F)C(=O)C2=CNC3=C2C=C(C=N3)C4=CC=C(C=C4)Cl)F. Drug 2: CN1C(=O)N2C=NC(=C2N=N1)C(=O)N. Cell line: KM12. Synergy scores: CSS=-8.91, Synergy_ZIP=7.88, Synergy_Bliss=-4.23, Synergy_Loewe=-6.10, Synergy_HSA=-8.13.